This data is from Forward reaction prediction with 1.9M reactions from USPTO patents (1976-2016). The task is: Predict the product of the given reaction. (1) Given the reactants [CH2:1]([C:3]([CH2:8][OH:9])([CH2:6][OH:7])[CH2:4][CH3:5])[OH:2].[C:10]1(=[O:20])[O:15][C:13](=[O:14])[CH:12]2[CH2:16][CH2:17][CH2:18][CH2:19][CH:11]12.[OH-].[K+], predict the reaction product. The product is: [CH2:1]([C:3]([CH2:8][OH:9])([CH2:6][OH:7])[CH2:4][CH3:5])[OH:2].[C:10]1(=[O:20])[O:15][C:13](=[O:14])[CH:12]2[CH2:16][CH2:17][CH2:18][CH2:19][CH:11]12. (2) The product is: [CH2:1]([CH:4]([CH2:15][CH:16]=[CH2:17])[CH2:5][O:6][SiH2:7][C:8]1[CH:13]=[CH:12][C:11]([C:29]2[CH:30]=[CH:31][C:26]([O:25][CH3:24])=[CH:27][CH:28]=2)=[CH:10][CH:9]=1)[CH:2]=[CH2:3]. Given the reactants [CH2:1]([CH:4]([CH2:15][CH:16]=[CH2:17])[CH2:5][O:6][SiH2:7][C:8]1[CH:13]=[CH:12][C:11](Br)=[CH:10][CH:9]=1)[CH:2]=[CH2:3].C([O-])([O-])=O.[K+].[K+].[CH3:24][O:25][C:26]1[CH:31]=[CH:30][C:29](B(O)O)=[CH:28][CH:27]=1, predict the reaction product. (3) Given the reactants [F:1][C:2]([F:26])([F:25])[C:3]1[CH:24]=[CH:23][CH:22]=[CH:21][C:4]=1[O:5][CH:6]1[CH2:11][CH2:10][N:9]([C:12]2[N:17]=[N:16][C:15]([C:18](O)=[O:19])=[CH:14][CH:13]=2)[CH2:8][CH2:7]1.[NH2:27][CH2:28][CH:29]([CH:31]1[CH2:33][CH2:32]1)[OH:30].CN(C(ON1N=NC2C=CC=NC1=2)=[N+](C)C)C.F[P-](F)(F)(F)(F)F.C(N(CC)C(C)C)(C)C, predict the reaction product. The product is: [CH:31]1([CH:29]([OH:30])[CH2:28][NH:27][C:18]([C:15]2[N:16]=[N:17][C:12]([N:9]3[CH2:10][CH2:11][CH:6]([O:5][C:4]4[CH:21]=[CH:22][CH:23]=[CH:24][C:3]=4[C:2]([F:26])([F:1])[F:25])[CH2:7][CH2:8]3)=[CH:13][CH:14]=2)=[O:19])[CH2:33][CH2:32]1. (4) Given the reactants I[C:2]1[CH:7]=[CH:6][CH:5]=[CH:4][CH:3]=1.[CH2:8]=[CH:9][C:10]1[CH:15]=[CH:14][CH:13]=[CH:12][CH:11]=1.C(N(CC)CC)C, predict the reaction product. The product is: [C:2]1([CH:8]=[CH:9][C:10]2[CH:15]=[CH:14][CH:13]=[CH:12][CH:11]=2)[CH:7]=[CH:6][CH:5]=[CH:4][CH:3]=1. (5) Given the reactants OO.[CH2:3]([N:5]([CH2:23][CH3:24])[CH2:6][CH2:7][NH:8][C:9]1[N:10]=[N+:11]([O-:22])[C:12]2[C:21]3[CH2:20][CH2:19][CH2:18][C:17]=3[CH:16]=[CH:15][C:13]=2[N:14]=1)[CH3:4].C(O)(C(F)(F)F)=[O:26], predict the reaction product. The product is: [CH2:23]([N:5]([CH2:3][CH3:4])[CH2:6][CH2:7][NH:8][C:9]1[N:10]=[N+:11]([O-:22])[C:12]2[C:21]3[CH2:20][CH2:19][CH2:18][C:17]=3[CH:16]=[CH:15][C:13]=2[N+:14]=1[O-:26])[CH3:24].